This data is from Forward reaction prediction with 1.9M reactions from USPTO patents (1976-2016). The task is: Predict the product of the given reaction. (1) Given the reactants [C:1]([O:5][C:6](=[O:19])[NH:7][CH2:8][C@@H:9]1[CH2:11][C@H:10]1[C:12]1[CH:17]=[CH:16][C:15](Br)=[CH:14][CH:13]=1)([CH3:4])([CH3:3])[CH3:2].C([O-])([O-])=O.[K+].[K+].[F:26][C:27]([F:38])([F:37])[C:28]1[CH:33]=[CH:32][C:31](B(O)O)=[CH:30][CH:29]=1, predict the reaction product. The product is: [C:1]([O:5][C:6](=[O:19])[NH:7][CH2:8][C@@H:9]1[CH2:11][C@H:10]1[C:12]1[CH:17]=[CH:16][C:15]([C:31]2[CH:32]=[CH:33][C:28]([C:27]([F:38])([F:37])[F:26])=[CH:29][CH:30]=2)=[CH:14][CH:13]=1)([CH3:4])([CH3:3])[CH3:2]. (2) Given the reactants [CH3:1][N:2]1[C:10]2[C:9]([N:11]3[CH2:16][CH2:15][O:14][CH2:13][C@@H:12]3[CH3:17])=[N:8][C:7]([C:18]3[CH:23]=[CH:22][C:21]([NH:24][C:25]([NH:27][CH:28]4[CH2:31]OC4)=[O:26])=[CH:20][CH:19]=3)=[N:6][C:5]=2[CH:4]=[N:3]1.Cl.[CH3:33][S:34](CCN)(=[O:36])=[O:35], predict the reaction product. The product is: [CH3:1][N:2]1[C:10]2[C:9]([N:11]3[CH2:16][CH2:15][O:14][CH2:13][C@@H:12]3[CH3:17])=[N:8][C:7]([C:18]3[CH:23]=[CH:22][C:21]([NH:24][C:25]([NH:27][CH2:28][CH2:31][S:34]([CH3:33])(=[O:36])=[O:35])=[O:26])=[CH:20][CH:19]=3)=[N:6][C:5]=2[CH:4]=[N:3]1.